Dataset: Forward reaction prediction with 1.9M reactions from USPTO patents (1976-2016). Task: Predict the product of the given reaction. The product is: [CH3:14][N:5]1[C:4]2[CH:3]=[C:2]([C:20]3[CH:19]=[N:18][NH:17][C:16]=3[CH3:15])[S:10][C:9]=2[C:8](=[O:11])[NH:7][C:6]1([CH3:13])[CH3:12]. Given the reactants Br[C:2]1[S:10][C:9]2[C:8](=[O:11])[NH:7][C:6]([CH3:13])([CH3:12])[N:5]([CH3:14])[C:4]=2[CH:3]=1.[CH3:15][C:16]1[C:20](B2OC(C)(C)C(C)(C)O2)=[CH:19][NH:18][N:17]=1.C(=O)([O-])[O-].[Cs+].[Cs+], predict the reaction product.